From a dataset of Reaction yield outcomes from USPTO patents with 853,638 reactions. Predict the reaction yield, written as a fraction of the theoretical maximum amount of product (1.0 means a 100% yield; for example, 0.34 means a 34% yield). (1) The reactants are F.F.F.C(N(CC)CC)C.C(N(CC)CC)C.[Si]([O:35][CH2:36][C@H:37]1[O:41][C@@H:40]([N:42]2[CH:49]=[C:48]([CH3:50])[C:46](=[O:47])[NH:45][C:43]2=[O:44])[C@H:39]([O:51][CH2:52][CH2:53][O:54][N:55]([CH3:57])[CH3:56])[C@@H:38]1[OH:58])(C(C)(C)C)(C1C=CC=CC=1)C1C=CC=CC=1.CO. The catalyst is C1COCC1.C(Cl)Cl. The product is [CH3:56][N:55]([CH3:57])[O:54][CH2:53][CH2:52][O:51][C@@H:39]1[C@H:38]([OH:58])[C@@H:37]([CH2:36][OH:35])[O:41][C@H:40]1[N:42]1[CH:49]=[C:48]([CH3:50])[C:46](=[O:47])[NH:45][C:43]1=[O:44]. The yield is 0.925. (2) The reactants are [Cl-].O[NH3+:3].[C:4](=[O:7])([O-])[OH:5].[Na+].CS(C)=O.[F:13][C:14]1[C:22]2[O:21][C:20]([CH3:24])([CH3:23])[CH2:19][C:18]=2[CH:17]=[C:16]([N:25]2[C:30](=[O:31])[C:29]([CH2:32][C:33]3[CH:38]=[CH:37][C:36]([C:39]4[C:40]([C:45]#[N:46])=[CH:41][CH:42]=[CH:43][CH:44]=4)=[CH:35][CH:34]=3)=[C:28]([CH2:47][CH2:48][CH3:49])[N:27]=[C:26]2[CH3:50])[CH:15]=1. The catalyst is O.C(OCC)(=O)C. The product is [F:13][C:14]1[C:22]2[O:21][C:20]([CH3:23])([CH3:24])[CH2:19][C:18]=2[CH:17]=[C:16]([N:25]2[C:30](=[O:31])[C:29]([CH2:32][C:33]3[CH:38]=[CH:37][C:36]([C:39]4[CH:44]=[CH:43][CH:42]=[CH:41][C:40]=4[C:45]4[NH:3][C:4](=[O:7])[O:5][N:46]=4)=[CH:35][CH:34]=3)=[C:28]([CH2:47][CH2:48][CH3:49])[N:27]=[C:26]2[CH3:50])[CH:15]=1. The yield is 0.710. (3) The reactants are [F:1][C:2]1[CH:9]=[CH:8][C:5]([CH:6]=O)=[CH:4][CH:3]=1.[CH3:10][O:11][C:12]1[CH:13]=[C:14]([CH:18]=[CH:19][C:20]=1[O:21][CH3:22])[CH2:15][C:16]#[N:17]. No catalyst specified. The product is [CH3:10][O:11][C:12]1[CH:13]=[C:14](/[C:15](=[CH:6]/[C:5]2[CH:8]=[CH:9][C:2]([F:1])=[CH:3][CH:4]=2)/[C:16]#[N:17])[CH:18]=[CH:19][C:20]=1[O:21][CH3:22]. The yield is 0.720. (4) The reactants are FC(F)(F)C(O[C:6](=[O:11])[C:7](F)(F)F)=O.[Br:14][C:15]1C(C)=[N+:17]([O-])[CH:18]=[CH:19][CH:20]=1. The catalyst is C(Cl)Cl.C(OCC)(=O)C. The product is [Br:14][C:15]1[C:7]([CH2:6][OH:11])=[N:17][CH:18]=[CH:19][CH:20]=1. The yield is 0.750. (5) The reactants are Cl[C:2]1[C:11]2[C:6](=[CH:7][CH:8]=[CH:9][CH:10]=2)[N:5]=[C:4]([C:12]([O:14][CH2:15][CH3:16])=[O:13])[N:3]=1.[I-].[K+].CCN(C(C)C)C(C)C.[NH:28]1[CH:32]=[CH:31][C:30]([NH2:33])=[N:29]1. The catalyst is CN(C=O)C.O. The product is [NH:28]1[CH:32]=[CH:31][C:30]([NH:33][C:2]2[C:11]3[C:6](=[CH:7][CH:8]=[CH:9][CH:10]=3)[N:5]=[C:4]([C:12]([O:14][CH2:15][CH3:16])=[O:13])[N:3]=2)=[N:29]1. The yield is 0.640. (6) The reactants are [CH3:1][C:2]1[N:6]([CH2:7][C:8]2[C:17]3[C:12](=[CH:13][CH:14]=[CH:15][CH:16]=3)[CH:11]=[CH:10][CH:9]=2)[C:5]2[CH:18]=[C:19]([N:25]3[CH2:30][CH2:29][O:28][CH2:27][CH2:26]3)[CH:20]=[C:21]([C:22]([NH2:24])=[O:23])[C:4]=2[N:3]=1. The catalyst is CN(C(OC)OC)C. The product is [CH3:5][N:6](/[CH:7]=[N:24]/[C:22]([C:21]1[C:4]2[N:3]=[C:2]([CH3:1])[N:6]([CH2:7][C:8]3[C:17]4[C:12](=[CH:13][CH:14]=[CH:15][CH:16]=4)[CH:11]=[CH:10][CH:9]=3)[C:5]=2[CH:18]=[C:19]([N:25]2[CH2:30][CH2:29][O:28][CH2:27][CH2:26]2)[CH:20]=1)=[O:23])[CH3:2]. The yield is 0.760. (7) The reactants are Cl[C:2]1[N:3]=[CH:4][CH:5]=[C:6]2[CH:10]=[C:9]([C:11]([N:13]3[CH2:17][CH2:16][CH2:15][CH2:14]3)=[O:12])[NH:8][C:7]=12. The catalyst is C(O)C. The product is [N:13]1([C:11]([C:9]2[NH:8][C:7]3=[CH:2][N:3]=[CH:4][CH:5]=[C:6]3[CH:10]=2)=[O:12])[CH2:17][CH2:16][CH2:15][CH2:14]1. The yield is 0.460.